Predict the product of the given reaction. From a dataset of Forward reaction prediction with 1.9M reactions from USPTO patents (1976-2016). (1) Given the reactants [O:1]1[CH:6]=[CH:5][CH2:4][CH2:3][CH2:2]1.[C:7]([OH:12])(=[O:11])[C:8]([CH3:10])=[CH2:9], predict the reaction product. The product is: [C:7]([O:12][CH:6]1[CH2:5][CH2:4][CH2:3][CH2:2][O:1]1)(=[O:11])[C:8]([CH3:10])=[CH2:9]. (2) Given the reactants Cl.[Cl:2][C:3]1[CH:4]=[CH:5][C:6]([S:11]([CH2:14][CH3:15])(=[O:13])=[O:12])=[C:7]([CH:10]=1)[CH2:8][NH2:9].[Cl:16][C:17]1[CH:18]=[C:19]([CH:23]=[C:24]([C:28]([F:31])([F:30])[F:29])[C:25]=1[CH:26]=[O:27])[C:20](O)=[O:21].CC(OC(N1CCN(CC2C=CC(C([O-])=O)=CC=2C(F)(F)F)CC1)=O)(C)C, predict the reaction product. The product is: [Cl:16][C:17]1[CH:18]=[C:19]([CH:23]=[C:24]([C:28]([F:29])([F:30])[F:31])[C:25]=1[CH:26]=[O:27])[C:20]([NH:9][CH2:8][C:7]1[CH:10]=[C:3]([Cl:2])[CH:4]=[CH:5][C:6]=1[S:11]([CH2:14][CH3:15])(=[O:13])=[O:12])=[O:21]. (3) Given the reactants [CH3:1]O[C:3](=[O:14])[C:4]1[C:9]([CH3:10])=[CH:8][C:7]([F:11])=[CH:6][C:5]=1[C:12]#[N:13].BrN1[C:20](=[O:21])CCC1=O.C(OOC(=O)C1C=CC=CC=1)(=O)C1C=CC=CC=1.C(=O)([O-])[O-].[K+].[K+].O.[ClH:48].[ClH:49].[CH:50]1([N:56]2[CH2:61][CH2:60][CH:59]([NH2:62])[CH2:58][CH2:57]2)[CH2:55][CH2:54][CH2:53][CH2:52][CH2:51]1, predict the reaction product. The product is: [Cl:48][CH2:1][Cl:49].[CH3:20][OH:21].[NH3:13].[CH:50]1([N:56]2[CH2:57][CH2:58][CH:59]([N:62]3[C:3](=[O:14])[C:4]4[C:5]([C:12]#[N:13])=[CH:6][C:7]([F:11])=[CH:8][C:9]=4[CH2:10]3)[CH2:60][CH2:61]2)[CH2:55][CH2:54][CH2:53][CH2:52][CH2:51]1. (4) Given the reactants [C:1]([C:3]1[CH:8]=[CH:7][C:6]([C:9]2[CH:10]=[N:11][N:12]([C:15]3[CH:23]=[CH:22][C:18]([C:19](O)=[O:20])=[CH:17][N:16]=3)[C:13]=2[OH:14])=[C:5]([CH3:24])[CH:4]=1)#[N:2].Cl.Cl.[N:27]1([CH:33]2[CH2:38][CH2:37][CH2:36][NH:35][CH2:34]2)[CH2:32][CH2:31][CH2:30][CH2:29][CH2:28]1, predict the reaction product. The product is: [N:27]1([CH:33]2[CH2:38][CH2:37][CH2:36][N:35]([C:19]([C:18]3[CH:22]=[CH:23][C:15]([N:12]4[C:13]([OH:14])=[C:9]([C:6]5[CH:7]=[CH:8][C:3]([C:1]#[N:2])=[CH:4][C:5]=5[CH3:24])[CH:10]=[N:11]4)=[N:16][CH:17]=3)=[O:20])[CH2:34]2)[CH2:32][CH2:31][CH2:30][CH2:29][CH2:28]1. (5) The product is: [CH2:25]([N:14]1[C:15]2[C:11](=[CH:10][C:9]([OH:8])=[CH:17][CH:16]=2)[C:12]([CH:18]2[CH2:19][CH2:20][N:21]([CH3:24])[CH2:22][CH2:23]2)=[CH:13]1)[C:26]1[CH:31]=[CH:30][CH:29]=[CH:28][CH:27]=1. Given the reactants [Si]([O:8][C:9]1[CH:10]=[C:11]2[C:15](=[CH:16][CH:17]=1)[NH:14][CH:13]=[C:12]2[CH:18]1[CH2:23][CH2:22][N:21]([CH3:24])[CH2:20][CH2:19]1)(C(C)(C)C)(C)C.[CH2:25](Br)[C:26]1[CH:31]=[CH:30][CH:29]=[CH:28][CH:27]=1.[F-].C([N+](CCCC)(CCCC)CCCC)CCC, predict the reaction product. (6) Given the reactants O.[C:2]1([CH3:19])[CH:7]=[CH:6][C:5]([S:8]([N:11]2[CH2:18][CH2:17][CH2:16][C@H:12]2[C:13]([OH:15])=O)(=[O:10])=[O:9])=[CH:4][CH:3]=1.Cl.C([O:25][C:26](=[O:33])[C@H:27]([CH2:29][C:30](=[O:32])[NH2:31])[NH2:28])(C)(C)C.FC(F)(F)C(O)=O, predict the reaction product. The product is: [C:2]1([CH3:19])[CH:3]=[CH:4][C:5]([S:8]([N:11]2[CH2:18][CH2:17][CH2:16][C@H:12]2[C:13]([NH:28][C@H:27]([C:26]([OH:33])=[O:25])[CH2:29][C:30](=[O:32])[NH2:31])=[O:15])(=[O:9])=[O:10])=[CH:6][CH:7]=1. (7) Given the reactants Br[C:2]1[CH:11]=[C:10]2[C:5]([CH:6]=[C:7]([CH3:30])[C:8]([CH:19]([O:25][C:26]([CH3:29])([CH3:28])[CH3:27])C(OCC)=O)=[C:9]2[C:12]2[CH:17]=[CH:16][C:15]([Cl:18])=[CH:14][CH:13]=2)=[CH:4][CH:3]=1.[CH3:31][C:32]1([CH3:43])[C:36](C)(C)OB(C=C(C)C)O1.[C:44]([O-:47])([O-])=[O:45].[K+].[K+].CC#N.O, predict the reaction product. The product is: [C:26]([O:25][CH:19]([C:8]1[C:7]([CH3:30])=[CH:6][C:5]2[C:10](=[CH:11][C:2]([CH:31]=[C:32]([CH3:43])[CH3:36])=[CH:3][CH:4]=2)[C:9]=1[C:12]1[CH:17]=[CH:16][C:15]([Cl:18])=[CH:14][CH:13]=1)[C:44]([OH:47])=[O:45])([CH3:27])([CH3:28])[CH3:29].